This data is from Forward reaction prediction with 1.9M reactions from USPTO patents (1976-2016). The task is: Predict the product of the given reaction. (1) The product is: [OH:39][C:35]1[CH:34]=[C:33]([NH:32][CH:2]=[C:3]2[C:11]3[C:6](=[CH:7][C:8]([C:12]([C:14]4[CH:15]=[C:16]([NH:20][C:21]([C:23]5[N:24]([CH2:29][CH3:30])[N:25]=[C:26]([CH3:28])[CH:27]=5)=[O:22])[CH:17]=[CH:18][CH:19]=4)=[O:13])=[CH:9][CH:10]=3)[NH:5][C:4]2=[O:31])[CH:38]=[CH:37][CH:36]=1. Given the reactants O[CH:2]=[C:3]1[C:11]2[C:6](=[CH:7][C:8]([C:12]([C:14]3[CH:15]=[C:16]([NH:20][C:21]([C:23]4[N:24]([CH2:29][CH3:30])[N:25]=[C:26]([CH3:28])[CH:27]=4)=[O:22])[CH:17]=[CH:18][CH:19]=3)=[O:13])=[CH:9][CH:10]=2)[NH:5][C:4]1=[O:31].[NH2:32][C:33]1[CH:34]=[C:35]([OH:39])[CH:36]=[CH:37][CH:38]=1, predict the reaction product. (2) The product is: [CH3:37][CH:38]1[C:25]2[C:20](=[CH:21][CH:22]=[C:23]([O:26][C:27](=[O:36])[N:28]([CH3:35])[C:29]3[CH:30]=[CH:31][CH:32]=[CH:33][CH:34]=3)[CH:24]=2)[CH2:19][CH2:18][N:17]1[S:14]([C:11]1[CH:10]=[CH:9][C:8]([N:5]2[CH2:4][CH2:3][N:2]([CH3:1])[CH2:7][CH2:6]2)=[CH:13][CH:12]=1)(=[O:16])=[O:15]. Given the reactants [CH3:1][N:2]1[CH2:7][CH2:6][N:5]([C:8]2[CH:13]=[CH:12][C:11]([S:14]([NH:17][CH2:18][CH2:19][C:20]3[CH:25]=[CH:24][C:23]([O:26][C:27](=[O:36])[N:28]([CH3:35])[C:29]4[CH:34]=[CH:33][CH:32]=[CH:31][CH:30]=4)=[CH:22][CH:21]=3)(=[O:16])=[O:15])=[CH:10][CH:9]=2)[CH2:4][CH2:3]1.[CH:37](=O)[CH3:38].C=O, predict the reaction product. (3) The product is: [CH3:1][N:2]1[C:6]2[C:7]([O:30][C@@H:31]([C@H:33]3[CH2:34][NH:35][C:36](=[O:38])[CH2:37]3)[CH3:32])=[N:8][C:9]([C:11]3[CH:16]=[N:15][C:14]([N:17]4[CH2:22][CH2:21][NH:20][CH2:19][CH2:18]4)=[CH:13][CH:12]=3)=[CH:10][C:5]=2[N:4]=[CH:3]1. Given the reactants [CH3:1][N:2]1[C:6]2[C:7]([O:30][C@@H:31]([C@@H:33]3[CH2:37][C:36](=[O:38])[NH:35][CH2:34]3)[CH3:32])=[N:8][C:9]([C:11]3[CH:12]=[CH:13][C:14]([N:17]4[CH2:22][CH2:21][N:20](C(OC(C)(C)C)=O)[CH2:19][CH2:18]4)=[N:15][CH:16]=3)=[CH:10][C:5]=2[N:4]=[CH:3]1, predict the reaction product. (4) Given the reactants C(N)C1C=CC=CC=1.[CH2:9]([NH2:11])[CH3:10].[CH3:12][C:13]1[N:14]=[C:15]([N:21]2[CH2:25][CH2:24][N:23]([CH2:26][C:27]3[CH:32]=[CH:31][C:30]([O:33][C:34]([F:37])([F:36])[F:35])=[CH:29][CH:28]=3)[C:22]2=[O:38])[S:16][C:17]=1[C:18](O)=[O:19], predict the reaction product. The product is: [CH2:9]([NH:11][C:18]([C:17]1[S:16][C:15]([N:21]2[CH2:25][CH2:24][N:23]([CH2:26][C:27]3[CH:28]=[CH:29][C:30]([O:33][C:34]([F:35])([F:36])[F:37])=[CH:31][CH:32]=3)[C:22]2=[O:38])=[N:14][C:13]=1[CH3:12])=[O:19])[CH3:10]. (5) Given the reactants [C:1]([NH:9][C:10]1[CH:19]=[CH:18][C:17]2[C:12](=[CH:13][CH:14]=[CH:15][CH:16]=2)[C:11]=1[C:20]1[C:29]2[C:24](=[CH:25][CH:26]=[CH:27][CH:28]=2)[CH:23]=[CH:22][C:21]=1[P:30]([C:38]1[CH:43]=[CH:42][CH:41]=[CH:40][CH:39]=1)([C:32]1[CH:37]=[CH:36][CH:35]=[CH:34][CH:33]=1)=O)(=O)[C:2]1[CH:7]=[CH:6][CH:5]=[CH:4][CH:3]=1, predict the reaction product. The product is: [CH2:1]([NH:9][C:10]1[CH:19]=[CH:18][C:17]2[C:12](=[CH:13][CH:14]=[CH:15][CH:16]=2)[C:11]=1[C:20]1[C:29]2[C:24](=[CH:25][CH:26]=[CH:27][CH:28]=2)[CH:23]=[CH:22][C:21]=1[P:30]([C:38]1[CH:43]=[CH:42][CH:41]=[CH:40][CH:39]=1)[C:32]1[CH:33]=[CH:34][CH:35]=[CH:36][CH:37]=1)[C:2]1[CH:3]=[CH:4][CH:5]=[CH:6][CH:7]=1. (6) Given the reactants [SH:1][CH2:2][CH2:3][CH2:4][C:5]1[CH:15]=[CH:14][C:8]([C:9]([O:11][CH2:12][CH3:13])=[O:10])=[CH:7][CH:6]=1.[BH4-].I[C:18]1[CH:19]=[C:20]2[C:24](=[CH:25][CH:26]=1)[N:23]([CH2:27][CH2:28][CH2:29][CH2:30][CH2:31][CH3:32])[C:22](=[O:33])[C:21]2([O:36][CH3:37])[O:34][CH3:35], predict the reaction product. The product is: [CH3:35][O:34][C:21]1([O:36][CH3:37])[C:20]2[C:24](=[CH:25][CH:26]=[C:18]([S:1][CH2:2][CH2:3][CH2:4][C:5]3[CH:15]=[CH:14][C:8]([C:9]([O:11][CH2:12][CH3:13])=[O:10])=[CH:7][CH:6]=3)[CH:19]=2)[N:23]([CH2:27][CH2:28][CH2:29][CH2:30][CH2:31][CH3:32])[C:22]1=[O:33]. (7) Given the reactants [CH3:1][O:2][C:3]1[CH:15]=[C:14]([CH3:16])[CH:13]=[C:12]([O:17][CH3:18])[C:4]=1[C:5]([NH:7][NH:8][C:9]([NH2:11])=[NH:10])=O, predict the reaction product. The product is: [NH2:10][C:9]1[N:11]=[C:5]([C:4]2[C:3]([O:2][CH3:1])=[CH:15][C:14]([CH3:16])=[CH:13][C:12]=2[O:17][CH3:18])[NH:7][N:8]=1. (8) Given the reactants [C:1]([C:5]1[CH:13]=[CH:12][C:11]2[NH:10][C:9]3[CH2:14][CH2:15][N:16]([CH3:18])[CH2:17][C:8]=3[C:7]=2[CH:6]=1)([CH3:4])([CH3:3])[CH3:2].[OH-].[K+].F[C:22](F)(F)[C:23]1[CH:28]=[CH:27][C:26]([CH:29]=[CH2:30])=[CH:25][N:24]=1.O, predict the reaction product. The product is: [C:1]([C:5]1[CH:13]=[CH:12][C:11]2[N:10]([CH2:30][CH2:29][C:26]3[CH:25]=[N:24][C:23]([CH3:22])=[CH:28][CH:27]=3)[C:9]3[CH2:14][CH2:15][N:16]([CH3:18])[CH2:17][C:8]=3[C:7]=2[CH:6]=1)([CH3:4])([CH3:2])[CH3:3]. (9) The product is: [C:1]([O:5][C:6]([N:8]1[CH2:12][CH:11]([NH2:13])[CH2:10][O:9]1)=[O:7])([CH3:4])([CH3:2])[CH3:3]. Given the reactants [C:1]([O:5][C:6]([N:8]1[CH2:12][CH:11]([NH:13]S(C2C=CC=CC=2[N+]([O-])=O)(=O)=O)[CH2:10][O:9]1)=[O:7])([CH3:4])([CH3:3])[CH3:2].C1(S)C=CC=CC=1.C([O-])([O-])=O.[K+].[K+].CO, predict the reaction product. (10) The product is: [Cl:12][C:13]1[CH:18]=[C:17]([O:9][C:4]2[CH:5]=[CH:6][CH:7]=[CH:8][C:3]=2[O:2][CH3:1])[CH:16]=[CH:15][N:14]=1. Given the reactants [CH3:1][O:2][C:3]1[CH:8]=[CH:7][CH:6]=[CH:5][C:4]=1[OH:9].[H-].[Na+].[Cl:12][C:13]1[CH:18]=[C:17]([N+]([O-])=O)[CH:16]=[CH:15][N:14]=1, predict the reaction product.